From a dataset of Acute oral toxicity (LD50) regression data from Zhu et al.. Regression/Classification. Given a drug SMILES string, predict its toxicity properties. Task type varies by dataset: regression for continuous values (e.g., LD50, hERG inhibition percentage) or binary classification for toxic/non-toxic outcomes (e.g., AMES mutagenicity, cardiotoxicity, hepatotoxicity). Dataset: ld50_zhu. (1) The drug is CC(=O)c1ccccc1. The rat oral LD50 is 2.17, given as -log10 of the dose in mol/kg body weight (higher means more acutely toxic). (2) The molecule is OCCSSCCO. The rat oral LD50 is 2.95, given as -log10 of the dose in mol/kg body weight (higher means more acutely toxic). (3) The drug is COc1ccccc1C=Nc1ccccc1C(=O)O. The rat oral LD50 is 2.23, given as -log10 of the dose in mol/kg body weight (higher means more acutely toxic).